Regression. Given two drug SMILES strings and cell line genomic features, predict the synergy score measuring deviation from expected non-interaction effect. From a dataset of NCI-60 drug combinations with 297,098 pairs across 59 cell lines. (1) Drug 2: C1CC(C1)(C(=O)O)C(=O)O.[NH2-].[NH2-].[Pt+2]. Synergy scores: CSS=52.4, Synergy_ZIP=2.25, Synergy_Bliss=3.81, Synergy_Loewe=4.49, Synergy_HSA=5.52. Drug 1: CN1CCC(CC1)COC2=C(C=C3C(=C2)N=CN=C3NC4=C(C=C(C=C4)Br)F)OC. Cell line: NCI-H460. (2) Drug 1: CCCCCOC(=O)NC1=NC(=O)N(C=C1F)C2C(C(C(O2)C)O)O. Drug 2: CC1=C(N=C(N=C1N)C(CC(=O)N)NCC(C(=O)N)N)C(=O)NC(C(C2=CN=CN2)OC3C(C(C(C(O3)CO)O)O)OC4C(C(C(C(O4)CO)O)OC(=O)N)O)C(=O)NC(C)C(C(C)C(=O)NC(C(C)O)C(=O)NCCC5=NC(=CS5)C6=NC(=CS6)C(=O)NCCC[S+](C)C)O. Cell line: SN12C. Synergy scores: CSS=6.43, Synergy_ZIP=-1.02, Synergy_Bliss=2.48, Synergy_Loewe=-24.5, Synergy_HSA=-5.64. (3) Drug 1: CC1=C(N=C(N=C1N)C(CC(=O)N)NCC(C(=O)N)N)C(=O)NC(C(C2=CN=CN2)OC3C(C(C(C(O3)CO)O)O)OC4C(C(C(C(O4)CO)O)OC(=O)N)O)C(=O)NC(C)C(C(C)C(=O)NC(C(C)O)C(=O)NCCC5=NC(=CS5)C6=NC(=CS6)C(=O)NCCC[S+](C)C)O. Drug 2: CC(C)(C#N)C1=CC(=CC(=C1)CN2C=NC=N2)C(C)(C)C#N. Cell line: SK-MEL-2. Synergy scores: CSS=38.0, Synergy_ZIP=-1.83, Synergy_Bliss=-4.07, Synergy_Loewe=-7.01, Synergy_HSA=-4.31.